From a dataset of Catalyst prediction with 721,799 reactions and 888 catalyst types from USPTO. Predict which catalyst facilitates the given reaction. (1) Reactant: [N:1]1[CH:6]=[CH:5]C=C[CH:2]=1.CC(C[AlH]CC(C)C)C.[K+].[Na+].[C:18]([O-:27])(=O)[CH:19]([CH:21]([C:23]([O-])=O)O)O.C(Cl)[Cl:29]. Product: [Cl:29][C:2]1[C:21]([CH3:23])=[C:19]([CH:18]=[O:27])[CH:5]=[CH:6][N:1]=1. The catalyst class is: 6. (2) Reactant: [Cl:1][C:2]1[CH:25]=[CH:24][C:5]([CH2:6][NH:7][C:8]([C:10]2[C:11](=[O:23])[C:12]3[S:19][C:18]([CH2:20]Cl)=[C:17]([CH3:22])[C:13]=3[N:14]([CH3:16])[CH:15]=2)=[O:9])=[CH:4][CH:3]=1.[OH:26][CH2:27][C:28]1[CH:33]=[CH:32][C:31]([CH:34]([OH:38])[CH2:35][NH:36][CH3:37])=[CH:30][CH:29]=1.C(N(C(C)C)CC)(C)C. Product: [Cl:1][C:2]1[CH:3]=[CH:4][C:5]([CH2:6][NH:7][C:8]([C:10]2[C:11](=[O:23])[C:12]3[S:19][C:18]([CH2:20][N:36]([CH2:35][CH:34]([OH:38])[C:31]4[CH:32]=[CH:33][C:28]([CH2:27][OH:26])=[CH:29][CH:30]=4)[CH3:37])=[C:17]([CH3:22])[C:13]=3[N:14]([CH3:16])[CH:15]=2)=[O:9])=[CH:24][CH:25]=1. The catalyst class is: 18.